This data is from Forward reaction prediction with 1.9M reactions from USPTO patents (1976-2016). The task is: Predict the product of the given reaction. Given the reactants [F:1][C:2]([F:30])([F:29])[O:3][C:4]1[CH:9]=[CH:8][C:7]([N:10]2[CH:14]=[N:13][C:12]([C:15]3[CH:20]=[CH:19][C:18]([CH:21]4[CH2:23][CH:22]4C(N=[N+]=[N-])=O)=[CH:17][CH:16]=3)=[N:11]2)=[CH:6][CH:5]=1.[C:31]1([OH:37])[CH:36]=[CH:35][CH:34]=[CH:33][CH:32]=1.CC[N:40]([CH2:43]C)CC.CC[O:47]C(C)=O, predict the reaction product. The product is: [F:29][C:2]([F:30])([F:1])[O:3][C:4]1[CH:9]=[CH:8][C:7]([N:10]2[CH:14]=[N:13][C:12]([C:15]3[CH:20]=[CH:19][C:18]([CH:21]4[CH2:23][CH:22]4[NH:40][C:43](=[O:47])[O:37][C:31]4[CH:36]=[CH:35][CH:34]=[CH:33][CH:32]=4)=[CH:17][CH:16]=3)=[N:11]2)=[CH:6][CH:5]=1.